Dataset: Full USPTO retrosynthesis dataset with 1.9M reactions from patents (1976-2016). Task: Predict the reactants needed to synthesize the given product. (1) Given the product [C:23]([C:19]1[CH:18]=[C:17]([NH:16][C:15]([N:11]2[CH2:12][CH2:13][CH2:14][C@@H:10]2[C:6]2[CH:5]=[C:4]([CH:9]=[CH:8][CH:7]=2)[C:3]([OH:26])=[O:2])=[O:25])[CH:22]=[CH:21][CH:20]=1)#[N:24], predict the reactants needed to synthesize it. The reactants are: C[O:2][C:3](=[O:26])[C:4]1[CH:9]=[CH:8][CH:7]=[C:6]([C@H:10]2[CH2:14][CH2:13][CH2:12][N:11]2[C:15](=[O:25])[NH:16][C:17]2[CH:22]=[CH:21][CH:20]=[C:19]([C:23]#[N:24])[CH:18]=2)[CH:5]=1.[OH-].[Na+]. (2) Given the product [OH:17][C:18]1([C:2]2[CH:3]=[N:4][CH:5]=[C:6]([O:8][CH:9]([CH3:11])[CH3:10])[CH:7]=2)[CH2:24][CH:23]2[CH2:25][CH:19]1[CH2:20][N:21]([C:26]([O:28][CH2:29][CH3:30])=[O:27])[CH2:22]2, predict the reactants needed to synthesize it. The reactants are: Br[C:2]1[CH:3]=[N:4][CH:5]=[C:6]([O:8][CH:9]([CH3:11])[CH3:10])[CH:7]=1.C([Li])CCC.[O:17]=[C:18]1[CH2:24][CH:23]2[CH2:25][CH:19]1[CH2:20][N:21]([C:26]([O:28][CH2:29][CH3:30])=[O:27])[CH2:22]2.